Dataset: Reaction yield outcomes from USPTO patents with 853,638 reactions. Task: Predict the reaction yield, written as a fraction of the theoretical maximum amount of product (1.0 means a 100% yield; for example, 0.34 means a 34% yield). (1) The reactants are C(NC(CC1C=CC(CN)=CC=1)=[O:6])(C)C.[C:16]([O:20][C:21]([NH:23][CH2:24][C:25]1[CH:30]=[CH:29][C:28]([CH2:31][C:32](=[O:37])NC(C)C)=[CH:27][CH:26]=1)=[O:22])([CH3:19])([CH3:18])[CH3:17].Cl.O1CCOCC1. The catalyst is C(Cl)Cl. The product is [C:16]([O:20][C:21]([NH:23][CH2:24][C:25]1[CH:26]=[CH:27][C:28]([CH2:31][C:32]([OH:37])=[O:6])=[CH:29][CH:30]=1)=[O:22])([CH3:17])([CH3:18])[CH3:19]. The yield is 0.980. (2) The yield is 0.680. The catalyst is C(OCC)(=O)C.CO. The product is [Cl:1][C:2]1[CH:9]=[CH:8][C:5]([CH2:6][NH:7][C:20]([C:12]2[CH:13]=[CH:14][C:15]3[S:19][CH:18]=[CH:17][C:16]=3[C:11]=2[OH:10])=[O:21])=[CH:4][CH:3]=1. The reactants are [Cl:1][C:2]1[CH:9]=[CH:8][C:5]([CH2:6][NH2:7])=[CH:4][CH:3]=1.[OH:10][C:11]1[C:16]2[CH:17]=[CH:18][S:19][C:15]=2[CH:14]=[CH:13][C:12]=1[C:20](OC)=[O:21]. (3) The reactants are [Cl:1][C:2]1[CH:7]=[CH:6][C:5]([N:8]2[CH2:17][C:16]3[C:12]4=[C:13]([C:27](=[O:31])[N:28]([CH3:30])[CH:29]=[C:11]4[C:10]4[CH:32]=[CH:33][CH:34]=[CH:35][C:9]2=4)[NH:14][C:15]=3[C:18]([N:20]2[CH2:25][CH2:24][N:23]([CH3:26])[CH2:22][CH2:21]2)=O)=[CH:4][CH:3]=1. The catalyst is O1CCCC1. The product is [Cl:1][C:2]1[CH:7]=[CH:6][C:5]([N:8]2[CH2:17][C:16]3[C:12]4=[C:13]([C:27](=[O:31])[N:28]([CH3:30])[CH:29]=[C:11]4[C:10]4[CH:32]=[CH:33][CH:34]=[CH:35][C:9]2=4)[NH:14][C:15]=3[CH2:18][N:20]2[CH2:25][CH2:24][N:23]([CH3:26])[CH2:22][CH2:21]2)=[CH:4][CH:3]=1. The yield is 0.330. (4) The reactants are [CH2:1]([O:8][CH2:9][C@@H:10]([NH:13][C:14](=[O:20])[O:15][C:16]([CH3:19])([CH3:18])[CH3:17])[CH2:11]O)[C:2]1[CH:7]=[CH:6][CH:5]=[CH:4][CH:3]=1.CS(Cl)(=O)=O.CCN(C(C)C)C(C)C.[N-:35]=[N+:36]=[N-:37].[Na+]. The catalyst is C(Cl)Cl.CCOC(C)=O.O. The product is [N:35]([CH2:11][C@H:10]([NH:13][C:14](=[O:20])[O:15][C:16]([CH3:19])([CH3:18])[CH3:17])[CH2:9][O:8][CH2:1][C:2]1[CH:7]=[CH:6][CH:5]=[CH:4][CH:3]=1)=[N+:36]=[N-:37]. The yield is 0.730. (5) The product is [CH:67]1([CH:57]2[N:58]([CH2:59][C:60]3[CH:65]=[CH:64][C:63]([F:66])=[CH:62][CH:61]=3)[C:19](=[O:21])[C:18]([C:12]3[NH:11][C:10]4[S:9][CH:8]=[C:7]([CH2:6][NH:5][S:2]([CH3:1])(=[O:3])=[O:4])[C:15]=4[S:14](=[O:16])(=[O:17])[N:13]=3)=[C:55]([OH:54])[CH2:56]2)[CH2:71][CH2:70][CH2:69][CH2:68]1. The catalyst is CN(C)C=O. The reactants are [CH3:1][S:2]([NH:5][CH2:6][C:7]1[C:15]2[S:14](=[O:17])(=[O:16])[N:13]=[C:12]([CH2:18][C:19]([OH:21])=O)[NH:11][C:10]=2[S:9][CH:8]=1)(=[O:4])=[O:3].F[P-](F)(F)(F)(F)F.N1(OC(N(C)C)=[N+](C)C)C2N=CC=CC=2N=N1.CN1CCOCC1.C[O:54][C:55](=O)[CH2:56][CH:57]([CH:67]1[CH2:71][CH2:70][CH2:69][CH2:68]1)[NH:58][CH2:59][C:60]1[CH:65]=[CH:64][C:63]([F:66])=[CH:62][CH:61]=1.[O-]CC.[Na+].C(O)C. The yield is 0.120. (6) The reactants are [CH3:1][C:2]1[NH:3][C:4]2[C:9]([CH:10]=1)=[CH:8][CH:7]=[CH:6][CH:5]=2.C([Li])CCC.CC(C)([O-])C.[K+].[F:22][C:23]([F:37])([F:36])[C:24](=[O:35])[CH2:25][C:26]([CH3:34])([C:28]1[CH:33]=[CH:32][CH:31]=[CH:30][N:29]=1)[CH3:27]. The yield is 0.280. The product is [F:37][C:23]([F:22])([F:36])[C:24]([CH2:1][C:2]1[NH:3][C:4]2[C:9]([CH:10]=1)=[CH:8][CH:7]=[CH:6][CH:5]=2)([OH:35])[CH2:25][C:26]([CH3:27])([C:28]1[CH:33]=[CH:32][CH:31]=[CH:30][N:29]=1)[CH3:34]. The catalyst is C1COCC1. (7) The reactants are [Br:1][C:2]1[CH:3]=[C:4]2[C:10]([C:11]([O:13]C)=[O:12])=[N:9][NH:8][C:5]2=[N:6][CH:7]=1.Cl. The catalyst is [OH-].[Na+]. The product is [Br:1][C:2]1[CH:3]=[C:4]2[C:10]([C:11]([OH:13])=[O:12])=[N:9][NH:8][C:5]2=[N:6][CH:7]=1. The yield is 0.920.